From a dataset of Forward reaction prediction with 1.9M reactions from USPTO patents (1976-2016). Predict the product of the given reaction. Given the reactants CCN(C(C)C)C(C)C.[CH3:10][O:11][C:12]1[CH:13]=[C:14]2[C:19](=[CH:20][CH:21]=1)[O:18][C:17](=[O:22])[C:16]([C:23]([OH:25])=O)=[CH:15]2.CN(C(ON1N=NC2C=CC=NC1=2)=[N+](C)C)C.F[P-](F)(F)(F)(F)F.[N:50]1[C:51]([C:59]2[CH:60]=[C:61]([NH2:65])[CH:62]=[CH:63][CH:64]=2)=[CH:52][N:53]2[CH:58]=[CH:57][CH:56]=[CH:55][C:54]=12, predict the reaction product. The product is: [N:50]1[C:51]([C:59]2[CH:60]=[C:61]([NH:65][C:23]([C:16]3[C:17](=[O:22])[O:18][C:19]4[C:14]([CH:15]=3)=[CH:13][C:12]([O:11][CH3:10])=[CH:21][CH:20]=4)=[O:25])[CH:62]=[CH:63][CH:64]=2)=[CH:52][N:53]2[CH:58]=[CH:57][CH:56]=[CH:55][C:54]=12.